This data is from NCI-60 drug combinations with 297,098 pairs across 59 cell lines. The task is: Regression. Given two drug SMILES strings and cell line genomic features, predict the synergy score measuring deviation from expected non-interaction effect. (1) Drug 1: C1=CN(C=N1)CC(O)(P(=O)(O)O)P(=O)(O)O. Drug 2: C1C(C(OC1N2C=NC3=C2NC=NCC3O)CO)O. Cell line: U251. Synergy scores: CSS=-1.76, Synergy_ZIP=0.955, Synergy_Bliss=-0.898, Synergy_Loewe=-4.20, Synergy_HSA=-3.84. (2) Drug 1: CC1=C(C=C(C=C1)C(=O)NC2=CC(=CC(=C2)C(F)(F)F)N3C=C(N=C3)C)NC4=NC=CC(=N4)C5=CN=CC=C5. Drug 2: CC12CCC3C(C1CCC2OP(=O)(O)O)CCC4=C3C=CC(=C4)OC(=O)N(CCCl)CCCl.[Na+]. Cell line: DU-145. Synergy scores: CSS=1.63, Synergy_ZIP=-1.62, Synergy_Bliss=0.527, Synergy_Loewe=-0.793, Synergy_HSA=-4.37.